The task is: Predict the product of the given reaction.. This data is from Forward reaction prediction with 1.9M reactions from USPTO patents (1976-2016). Given the reactants [C:1]([C:5]1[CH:10]=[CH:9][C:8]([C:11]2[CH:12]=[C:13]([CH:17]3[CH2:26][C:25]([CH3:28])([CH3:27])[C:24]4[C:19](=[CH:20][CH:21]=[C:22]([C:29](O)=[O:30])[CH:23]=4)[NH:18]3)[CH:14]=[N:15][CH:16]=2)=[CH:7][CH:6]=1)([CH3:4])([CH3:3])[CH3:2].[CH:32]1([S:35]([NH2:38])(=[O:37])=[O:36])[CH2:34][CH2:33]1, predict the reaction product. The product is: [C:1]([C:5]1[CH:10]=[CH:9][C:8]([C:11]2[CH:12]=[C:13]([CH:17]3[CH2:26][C:25]([CH3:28])([CH3:27])[C:24]4[C:19](=[CH:20][CH:21]=[C:22]([C:29]([NH:38][S:35]([CH:32]5[CH2:34][CH2:33]5)(=[O:37])=[O:36])=[O:30])[CH:23]=4)[NH:18]3)[CH:14]=[N:15][CH:16]=2)=[CH:7][CH:6]=1)([CH3:4])([CH3:2])[CH3:3].